This data is from Full USPTO retrosynthesis dataset with 1.9M reactions from patents (1976-2016). The task is: Predict the reactants needed to synthesize the given product. Given the product [C:32]([CH:29]1[CH2:30][CH2:31][N:26]([C:2]2[C:7]([C:8]#[N:9])=[C:6]([NH:10][C:11]3[CH:12]=[N:45][C:14]([S:17][CH3:18])=[CH:15][CH:16]=3)[N:5]=[CH:4][N:3]=2)[CH2:27][CH2:28]1)(=[O:38])[CH2:33][CH2:34][CH2:35][CH2:36][CH3:37], predict the reactants needed to synthesize it. The reactants are: Cl[C:2]1[C:7]([C:8]#[N:9])=[C:6]([NH:10][C:11]2[CH:16]=[CH:15][C:14]([S:17][CH3:18])=C[CH:12]=2)[N:5]=[CH:4][N:3]=1.C(=O)([O-])[O-].[K+].[K+].Cl.[NH:26]1[CH2:31][CH2:30][CH:29]([C:32](=[O:38])[CH2:33][CH2:34][CH2:35][CH2:36][CH3:37])[CH2:28][CH2:27]1.C(=O)(O)[O-].[Na+].C[N:45](C=O)C.